Dataset: Full USPTO retrosynthesis dataset with 1.9M reactions from patents (1976-2016). Task: Predict the reactants needed to synthesize the given product. Given the product [F:1][C:2]1[CH:7]=[C:6]([N:8]2[CH2:12][C@H:11]([CH2:13][N:14]3[CH:18]=[CH:17][N:16]=[N:15]3)[O:10][C:9]2=[O:19])[CH:5]=[CH:4][C:3]=1[C:20]1[CH:25]=[N:24][C:23]([CH:26]([OH:27])[CH2:34][C:35](=[O:36])[CH3:37])=[CH:22][CH:21]=1, predict the reactants needed to synthesize it. The reactants are: [F:1][C:2]1[CH:7]=[C:6]([N:8]2[CH2:12][C@H:11]([CH2:13][N:14]3[CH:18]=[CH:17][N:16]=[N:15]3)[O:10][C:9]2=[O:19])[CH:5]=[CH:4][C:3]=1[C:20]1[CH:21]=[CH:22][C:23]([CH:26]=[O:27])=[N:24][CH:25]=1.C(=O)([O-])[O-].[K+].[K+].[CH3:34][C:35]([CH3:37])=[O:36].